This data is from Reaction yield outcomes from USPTO patents with 853,638 reactions. The task is: Predict the reaction yield, written as a fraction of the theoretical maximum amount of product (1.0 means a 100% yield; for example, 0.34 means a 34% yield). (1) The reactants are [CH3:1][O:2][C:3]1[CH:4]=[C:5]([CH:11]=[CH:12][C:13]=1[O:14][CH2:15][CH2:16][NH2:17])[C:6]([O:8]CC)=[O:7].[CH3:18][O:19][C:20]1[CH:21]=[C:22]([CH2:37][C:38](O)=[O:39])[CH:23]=[CH:24][C:25]=1[NH:26][C:27]([NH:29][C:30]1[CH:35]=[CH:34][CH:33]=[CH:32][C:31]=1[CH3:36])=[O:28].CCN(CC)CC.[OH-].[Na+]. The catalyst is C1COCC1. The product is [CH3:1][O:2][C:3]1[CH:4]=[C:5]([CH:11]=[CH:12][C:13]=1[O:14][CH2:15][CH2:16][NH:17][C:38](=[O:39])[CH2:37][C:22]1[CH:23]=[CH:24][C:25]([NH:26][C:27]([NH:29][C:30]2[CH:35]=[CH:34][CH:33]=[CH:32][C:31]=2[CH3:36])=[O:28])=[C:20]([O:19][CH3:18])[CH:21]=1)[C:6]([OH:8])=[O:7]. The yield is 0.200. (2) The reactants are [Cl:1][C:2]1[N:7]=[CH:6][C:5]([OH:8])=[CH:4][CH:3]=1.[C:9]([O:12][CH2:13][CH2:14]Br)(=[O:11])[CH3:10].C([O-])([O-])=O.[Cs+].[Cs+]. The catalyst is CC#N.CCOC(C)=O. The product is [CH2:13]([O:12][C:9](=[O:11])[CH2:10][O:8][C:5]1[CH:6]=[N:7][C:2]([Cl:1])=[CH:3][CH:4]=1)[CH3:14]. The yield is 0.900.